Dataset: Full USPTO retrosynthesis dataset with 1.9M reactions from patents (1976-2016). Task: Predict the reactants needed to synthesize the given product. (1) Given the product [F:46][C:47]([F:52])([F:51])[C:48]([OH:50])=[O:49].[NH2:37][CH:27]([C:28]([N:30]1[CH2:34][CH2:33][CH2:32][CH:31]1[C:35]#[N:36])=[O:29])[CH2:26][CH2:25][C:24]([NH:23][CH:21]([P:18]([OH:20])([CH2:17][CH:8]([CH2:1][C:2]1[CH:7]=[CH:6][CH:5]=[CH:4][CH:3]=1)[C:9]([NH:11][CH:12]([CH3:16])[C:13]([OH:15])=[O:14])=[O:10])=[O:19])[CH3:22])=[O:45], predict the reactants needed to synthesize it. The reactants are: [CH2:1]([CH:8]([CH2:17][P:18]([CH:21]([NH:23][C:24](=[O:45])[CH2:25][CH2:26][CH:27]([NH:37]C(OC(C)(C)C)=O)[C:28]([N:30]1[CH2:34][CH2:33][CH2:32][CH:31]1[C:35]#[N:36])=[O:29])[CH3:22])([OH:20])=[O:19])[C:9]([NH:11][CH:12]([CH3:16])[C:13]([OH:15])=[O:14])=[O:10])[C:2]1[CH:7]=[CH:6][CH:5]=[CH:4][CH:3]=1.[F:46][C:47]([F:52])([F:51])[C:48]([OH:50])=[O:49]. (2) Given the product [CH3:39][O:38][C:36](=[O:37])[CH2:35][N:7]1[C:6]2[CH:29]=[C:2]([Cl:1])[C:3]([O:30][CH:31]([CH3:33])[CH3:32])=[CH:4][C:5]=2[O:10][CH:9]([C:11]([N:13]2[CH2:14][CH2:15][C:16]([C:19]#[N:20])([CH2:21][C:22]3[CH:23]=[CH:24][C:25]([F:28])=[CH:26][CH:27]=3)[CH2:17][CH2:18]2)=[O:12])[CH2:8]1, predict the reactants needed to synthesize it. The reactants are: [Cl:1][C:2]1[C:3]([O:30][CH:31]([CH3:33])[CH3:32])=[CH:4][C:5]2[O:10][CH:9]([C:11]([N:13]3[CH2:18][CH2:17][C:16]([CH2:21][C:22]4[CH:27]=[CH:26][C:25]([F:28])=[CH:24][CH:23]=4)([C:19]#[N:20])[CH2:15][CH2:14]3)=[O:12])[CH2:8][NH:7][C:6]=2[CH:29]=1.Br[CH2:35][C:36]([O:38][CH3:39])=[O:37]. (3) Given the product [CH2:35]([NH:37][C:2]1[CH:3]=[CH:4][C:5]2[C:12]3[NH:13][C:14](=[O:22])[C:15]([C:18]([OH:20])=[O:19])=[C:16]([OH:17])[C:11]=3[CH2:10][CH2:9][CH2:8][CH2:7][C:6]=2[CH:34]=1)[CH3:36], predict the reactants needed to synthesize it. The reactants are: Cl[C:2]1[CH:3]=[CH:4][C:5]2[C:12]3[N:13](CC4C=CC(OC)=CC=4OC)[C:14](=[O:22])[C:15]([C:18]([O:20]C)=[O:19])=[C:16]([OH:17])[C:11]=3[CH2:10][CH2:9][CH2:8][CH2:7][C:6]=2[CH:34]=1.[CH2:35]([NH2:37])[CH3:36]. (4) Given the product [Cl:16][C:17]1[N:22]=[C:10]([N:11]2[CH2:14][CH2:15][O:28][CH:13]([CH2:2][OH:1])[CH2:12]2)[C:9]2[S:23][CH:21]=[CH:20][C:19]=2[N:18]=1, predict the reactants needed to synthesize it. The reactants are: [OH:1][CH2:2]C1OCCNC1.[CH3:9][CH2:10][N:11]([CH2:14][CH3:15])[CH2:12][CH3:13].[Cl:16][C:17]1[N:18]=[C:19](Cl)[C:20]2C=C[S:23][C:21]=2[N:22]=1.C[OH:28]. (5) Given the product [C:26]1([O:25][C:23](=[O:24])[NH:13][C:9]2[CH:10]=[CH:11][CH:12]=[C:7]([C:6]3[N:2]([CH3:1])[N:3]=[N:4][N:5]=3)[CH:8]=2)[CH:31]=[CH:30][CH:29]=[CH:28][CH:27]=1, predict the reactants needed to synthesize it. The reactants are: [CH3:1][N:2]1[C:6]([C:7]2[CH:12]=[CH:11][CH:10]=[C:9]([NH2:13])[CH:8]=2)=[N:5][N:4]=[N:3]1.N1C(C)=CC=CC=1C.Cl[C:23]([O:25][C:26]1[CH:31]=[CH:30][CH:29]=[CH:28][CH:27]=1)=[O:24].Cl. (6) Given the product [Br:29][C:10]1[C:5]([NH:4][CH2:3][C:2]([CH3:23])([CH3:22])[CH3:1])=[N:6][C:7]([C:11]2[N:15]3[CH:16]=[C:17]([C:20]#[N:21])[CH:18]=[CH:19][C:14]3=[N:13][CH:12]=2)=[N:8][CH:9]=1, predict the reactants needed to synthesize it. The reactants are: [CH3:1][C:2]([CH3:23])([CH3:22])[CH2:3][NH:4][C:5]1[CH:10]=[CH:9][N:8]=[C:7]([C:11]2[N:15]3[CH:16]=[C:17]([C:20]#[N:21])[CH:18]=[CH:19][C:14]3=[N:13][CH:12]=2)[N:6]=1.C([O-])(=O)C.[K+].[Br:29]Br.C(=O)([O-])[O-].[Na+].[Na+]. (7) Given the product [Br:28][C:29]1[CH:34]=[CH:33][CH:32]=[CH:31][C:30]=1[CH2:19][N:2]1[C:16]2[C:11](=[N:12][CH:13]=[CH:14][CH:15]=2)[C:10](=[O:18])[C:4]([C:5]([O:7][CH2:8][CH3:9])=[O:6])=[CH:3]1, predict the reactants needed to synthesize it. The reactants are: C[N:2]([CH3:19])/[CH:3]=[C:4](/[C:10](=[O:18])[C:11]1[C:16](Cl)=[CH:15][CH:14]=[CH:13][N:12]=1)\[C:5]([O:7][CH2:8][CH3:9])=[O:6].P([O-])([O-])([O-])=O.[K+].[K+].[K+].[Br:28][C:29]1[CH:34]=[CH:33][CH:32]=[CH:31][C:30]=1CN.O.